From a dataset of Forward reaction prediction with 1.9M reactions from USPTO patents (1976-2016). Predict the product of the given reaction. (1) Given the reactants [Cl-].[CH3:2][O:3][C:4]([NH:6][C@@H:7]([CH:40]([CH3:42])[CH3:41])[C:8]([N:10]1[CH2:14][CH2:13][CH2:12][C@H:11]1[C:15]1[NH:19][C:18]2[CH:20]=[CH:21][C:22]([C:24]3[CH:29]=[CH:28][C:27]([C:30]4[NH+:31]=[C:32]([C@@H:35]5[CH2:39][CH2:38][CH2:37][NH2+:36]5)[NH:33][CH:34]=4)=[CH:26][CH:25]=3)=[CH:23][C:17]=2[N:16]=1)=[O:9])=[O:5].[Cl-].[CH3:44][O:45][C:46]([NH:48][C@@H:49]([CH:53]([CH3:55])[CH3:54])[C:50](O)=[O:51])=[O:47].CN(C(ON1N=NC2C=CC=NC1=2)=[N+](C)C)C.F[P-](F)(F)(F)(F)F.CCN(C(C)C)C(C)C, predict the reaction product. The product is: [CH3:2][O:3][C:4]([NH:6][C@@H:7]([CH:40]([CH3:42])[CH3:41])[C:8]([N:10]1[CH2:14][CH2:13][CH2:12][C@H:11]1[C:15]1[NH:19][C:18]2[CH:20]=[CH:21][C:22]([C:24]3[CH:25]=[CH:26][C:27]([C:30]4[N:31]=[C:32]([C@@H:35]5[CH2:39][CH2:38][CH2:37][N:36]5[C:50]([C@@H:49]([NH:48][C:46](=[O:47])[O:45][CH3:44])[CH:53]([CH3:55])[CH3:54])=[O:51])[NH:33][CH:34]=4)=[CH:28][CH:29]=3)=[CH:23][C:17]=2[N:16]=1)=[O:9])=[O:5]. (2) Given the reactants Br[C:2]1[C:15]2[C:16]3=[C:17]4[C:12](=[CH:13][CH:14]=2)[CH:11]=[CH:10][C:9]([C:18]2[CH:23]=[CH:22][C:21]([Cl:24])=[CH:20][CH:19]=2)=[C:8]4[CH:7]=[CH:6][C:5]3=[CH:4][CH:3]=1.[C:25]1([C:34]2[CH:39]=[CH:38][CH:37]=[CH:36][CH:35]=2)[C:26](B(O)O)=[CH:27][CH:28]=[CH:29][CH:30]=1.P([O-])([O-])([O-])=O.[K+].[K+].[K+].CN(C)C=O, predict the reaction product. The product is: [C:25]1([C:34]2[CH:35]=[CH:36][CH:37]=[CH:38][CH:39]=2)[CH:26]=[CH:27][CH:28]=[CH:29][C:30]=1[C:2]1[C:15]2[C:16]3=[C:17]4[C:12](=[CH:13][CH:14]=2)[CH:11]=[CH:10][C:9]([C:18]2[CH:19]=[CH:20][C:21]([Cl:24])=[CH:22][CH:23]=2)=[C:8]4[CH:7]=[CH:6][C:5]3=[CH:4][CH:3]=1.